Dataset: Full USPTO retrosynthesis dataset with 1.9M reactions from patents (1976-2016). Task: Predict the reactants needed to synthesize the given product. (1) Given the product [I:10][C:6]1[CH:5]=[C:4]([CH:2]([OH:3])[CH3:1])[CH:9]=[CH:8][CH:7]=1, predict the reactants needed to synthesize it. The reactants are: [CH3:1][C:2]([C:4]1[CH:9]=[CH:8][CH:7]=[C:6]([I:10])[CH:5]=1)=[O:3].[BH4-].[Na+].O.[Cl-].[NH4+]. (2) Given the product [F:1][C:2]1[C:3]([CH2:8][O:9][C:10]2[CH:15]=[CH:14][C:13]([CH2:16][CH2:17][C:18]([O:20][CH2:21][CH2:22][CH2:23][CH3:24])=[O:19])=[C:12]([N:25]3[CH2:34][C:33]4[C:28](=[CH:29][CH:30]=[CH:31][CH:32]=4)[NH:27][C:26]3=[O:35])[CH:11]=2)=[N:4][CH:5]=[CH:6][CH:7]=1, predict the reactants needed to synthesize it. The reactants are: [F:1][C:2]1[C:3]([CH2:8][O:9][C:10]2[CH:15]=[CH:14][C:13](/[CH:16]=[CH:17]/[C:18]([O:20][CH2:21][CH2:22][CH2:23][CH3:24])=[O:19])=[C:12]([N:25]3[CH2:34][C:33]4[C:28](=[CH:29][CH:30]=[CH:31][CH:32]=4)[NH:27][C:26]3=[O:35])[CH:11]=2)=[N:4][CH:5]=[CH:6][CH:7]=1. (3) The reactants are: [CH3:1][C:2]1[CH:7]=[CH:6][C:5]([S:8]([OH:11])(=[O:10])=[O:9])=[CH:4][CH:3]=1.[CH3:12][C:13]1[N:18]([C:19]2[CH:24]=[CH:23][CH:22]=[C:21]([C:25]([F:28])([F:27])[F:26])[CH:20]=2)[C:17](=[O:29])[C:16]([C:30]([NH:32][CH2:33][C:34]2[CH:39]=[CH:38][C:37]([S:40]([CH3:43])(=[O:42])=[O:41])=[CH:36][N:35]=2)=[O:31])=[CH:15][C:14]=1[C:44]1[N:48]([CH3:49])[N:47]=[CH:46][CH:45]=1.[S:50]([C:54]1C=CC(C)=CC=1)([O-:53])(=[O:52])=[O:51].CS(O)(=O)=O. Given the product [CH3:1][C:2]1[CH:3]=[CH:4][C:5]([S:8]([OH:11])(=[O:10])=[O:9])=[CH:6][CH:7]=1.[CH3:12][C:13]1[N:18]([C:19]2[CH:24]=[CH:23][CH:22]=[C:21]([C:25]([F:27])([F:26])[F:28])[CH:20]=2)[C:17](=[O:29])[C:16]([C:30]([NH:32][CH2:33][C:34]2[CH:39]=[CH:38][C:37]([S:40]([CH3:43])(=[O:42])=[O:41])=[CH:36][N:35]=2)=[O:31])=[CH:15][C:14]=1[C:44]1[N:48]([CH3:49])[N:47]=[CH:46][CH:45]=1.[S:50]([O-:53])(=[O:52])(=[O:51])[CH3:54], predict the reactants needed to synthesize it.